Dataset: Reaction yield outcomes from USPTO patents with 853,638 reactions. Task: Predict the reaction yield, written as a fraction of the theoretical maximum amount of product (1.0 means a 100% yield; for example, 0.34 means a 34% yield). (1) The reactants are [OH:1][C@H:2]1[CH2:24][CH2:23][C@@:22]2([CH3:25])[C:4](=[CH:5][CH2:6][C@@H:7]3[C@@H:21]2[CH2:20][C@@H:19]([OH:26])[C@@:18]2([CH3:27])[C@@:8]43[O:28][CH:9]4[CH2:10][C@@H:11]2[C:12]2([O:17][CH2:16][CH2:15][O:14]2)[CH3:13])[CH2:3]1.[H-].[Al+3].[Li+].[H-].[H-].[H-].O.[OH-].[Na+]. The catalyst is O1CCCC1. The product is [OH:1][C@H:2]1[CH2:24][CH2:23][C@@:22]2([CH3:25])[C:4](=[CH:5][CH2:6][C@@H:7]3[C@@H:21]2[CH2:20][C@@H:19]([OH:26])[C@@:18]2([CH3:27])[C@:8]3([OH:28])[CH2:9][CH2:10][C@@H:11]2[C:12]2([O:17][CH2:16][CH2:15][O:14]2)[CH3:13])[CH2:3]1. The yield is 0.830. (2) The reactants are [OH:1][C:2]1[C:7]([CH2:8][CH2:9][CH3:10])=[C:6]([OH:11])[CH:5]=[CH:4][C:3]=1[C:12](=[O:14])[CH3:13].O[CH2:16][C:17]1[CH:22]=[CH:21][C:20]([CH:23]([O:32][CH:33]2[CH2:38][CH2:37][CH2:36][CH2:35][O:34]2)[C:24]2[CH:25]=[C:26]([CH:29]=[CH:30][CH:31]=2)[C:27]#[N:28])=[CH:19][CH:18]=1.N(C(N1CCCCC1)=O)=NC(N1CCCCC1)=O.C(P(CCCC)CCCC)CCC. The catalyst is ClCCl.C1(C)C=CC=CC=1. The product is [C:12]([C:3]1[CH:4]=[CH:5][C:6]([O:11][CH2:16][C:17]2[CH:18]=[CH:19][C:20]([CH:23]([O:32][CH:33]3[CH2:38][CH2:37][CH2:36][CH2:35][O:34]3)[C:24]3[CH:25]=[C:26]([CH:29]=[CH:30][CH:31]=3)[C:27]#[N:28])=[CH:21][CH:22]=2)=[C:7]([CH2:8][CH2:9][CH3:10])[C:2]=1[OH:1])(=[O:14])[CH3:13]. The yield is 0.670. (3) The reactants are C[Si](C)(C)N[Si](C)(C)C.C([Li])CCC.[C:15]([O:19][C:20](=[O:36])[NH:21][C@H:22]([C@@H:30]1[CH2:34][CH2:33][C:32](=[O:35])[O:31]1)[CH2:23][C:24]1[CH:29]=[CH:28][CH:27]=[CH:26][CH:25]=1)([CH3:18])([CH3:17])[CH3:16].Br[CH2:38][CH:39]=[C:40]([CH3:42])[CH3:41]. The catalyst is C(=O)=O.CC(C)=O.O1CCCC1. The product is [C:15]([O:19][C:20](=[O:36])[NH:21][C@H:22]([C@@H:30]1[CH2:34][C@@H:33]([CH2:38][CH:39]=[C:40]([CH3:42])[CH3:41])[C:32](=[O:35])[O:31]1)[CH2:23][C:24]1[CH:29]=[CH:28][CH:27]=[CH:26][CH:25]=1)([CH3:18])([CH3:16])[CH3:17]. The yield is 0.770. (4) The reactants are CCO.[Br:4][C:5]1[CH:10]=[C:9]([N+:11]([O-])=O)[CH:8]=[C:7]([N+:14]([O-])=O)[C:6]=1[S:17][C:18]#[N:19].Cl.N. The catalyst is [Fe].O. The product is [Br:4][C:5]1[C:6]2[S:17][C:18]([NH2:19])=[N:14][C:7]=2[CH:8]=[C:9]([NH2:11])[CH:10]=1. The yield is 0.930. (5) The catalyst is C(O)(=O)C.[Fe]. The reactants are [Cl:1][C:2]1[N:7]=[C:6]([N:8]([C@@H:16]2[CH2:20][CH2:19][C:18]([F:22])([F:21])[CH2:17]2)[C@H:9]([CH2:14][CH3:15])[C:10](OC)=[O:11])[C:5]([N+:23]([O-])=O)=[CH:4][N:3]=1. The yield is 0.610. The product is [Cl:1][C:2]1[N:3]=[CH:4][C:5]2[NH:23][C:10](=[O:11])[C@@H:9]([CH2:14][CH3:15])[N:8]([C@@H:16]3[CH2:20][CH2:19][C:18]([F:22])([F:21])[CH2:17]3)[C:6]=2[N:7]=1. (6) The reactants are Br[C:2]1[C:3]([C:8]#[N:9])=[N:4][CH:5]=[CH:6][CH:7]=1.[F:10][CH2:11][CH2:12][CH2:13][O:14][C:15]1[CH:16]=[C:17]([CH:21]=[CH:22][CH:23]=1)[C:18](Cl)=[O:19]. No catalyst specified. The product is [F:10][CH2:11][CH2:12][CH2:13][O:14][C:15]1[CH:16]=[C:17]([CH:21]=[CH:22][CH:23]=1)[C:18]([C:2]1[C:3]([C:8]#[N:9])=[N:4][CH:5]=[CH:6][CH:7]=1)=[O:19]. The yield is 0.330. (7) The reactants are [NH2:1][C:2]1[CH:7]=[CH:6][C:5]([CH2:8][C:9]#[N:10])=[CH:4][CH:3]=1.[Br:11]N1C(=O)CCC1=O.O. The catalyst is CN(C)C=O. The product is [NH2:1][C:2]1[CH:7]=[CH:6][C:5]([CH2:8][C:9]#[N:10])=[CH:4][C:3]=1[Br:11]. The yield is 0.744.